Predict the product of the given reaction. From a dataset of Forward reaction prediction with 1.9M reactions from USPTO patents (1976-2016). (1) The product is: [CH:1]([S:4][C:5]1[CH:13]=[CH:12][C:11]([S:14]([CH3:17])(=[O:16])=[O:15])=[CH:10][C:6]=1[C:7]([N:29]1[CH2:28][CH2:27][N:26]([C:23]2[CH:22]=[CH:21][C:20]([C:19]([F:32])([F:33])[F:18])=[CH:25][CH:24]=2)[CH2:31][CH2:30]1)=[O:9])([CH3:2])[CH3:3]. Given the reactants [CH:1]([S:4][C:5]1[CH:13]=[CH:12][C:11]([S:14]([CH3:17])(=[O:16])=[O:15])=[CH:10][C:6]=1[C:7]([OH:9])=O)([CH3:3])[CH3:2].[F:18][C:19]([F:33])([F:32])[C:20]1[CH:25]=[CH:24][C:23]([N:26]2[CH2:31][CH2:30][NH:29][CH2:28][CH2:27]2)=[CH:22][CH:21]=1, predict the reaction product. (2) The product is: [CH3:1][O:2][C:3]1[CH:4]=[C:5]([O:21][CH3:22])[C:6]2[S:10][C:9]([C:11]3[CH:12]=[CH:13][C:14]([NH2:17])=[CH:15][CH:16]=3)=[N:8][C:7]=2[CH:20]=1. Given the reactants [CH3:1][O:2][C:3]1[CH:4]=[C:5]([O:21][CH3:22])[C:6]2[S:10][C:9]([C:11]3[CH:16]=[CH:15][C:14]([N+:17]([O-])=O)=[CH:13][CH:12]=3)=[N:8][C:7]=2[CH:20]=1.O.O.Cl[Sn]Cl, predict the reaction product. (3) Given the reactants [CH3:1][C:2]1[CH:11]=[CH:10][C:9]2[C:4](=[CH:5][CH:6]=[CH:7][C:8]=2[N:12]2[CH2:17][CH2:16][N:15]([CH2:18][CH2:19][C:20]3[CH:21]=[C:22]([CH:24]=[CH:25][CH:26]=3)[NH2:23])[CH2:14][CH2:13]2)[N:3]=1.[CH3:27][C:28]1[CH:38]=[CH:37][C:31]2[C:32](=[O:36])[O:33][C:34](=O)[C:30]=2[CH:29]=1, predict the reaction product. The product is: [CH3:27][C:28]1[CH:29]=[C:30]2[C:31](=[CH:37][CH:38]=1)[C:32](=[O:36])[N:23]([C:22]1[CH:24]=[CH:25][CH:26]=[C:20]([CH2:19][CH2:18][N:15]3[CH2:14][CH2:13][N:12]([C:8]4[CH:7]=[CH:6][CH:5]=[C:4]5[C:9]=4[CH:10]=[CH:11][C:2]([CH3:1])=[N:3]5)[CH2:17][CH2:16]3)[CH:21]=1)[C:34]2=[O:33]. (4) Given the reactants [NH3:1].[Cl:2][C:3]1[CH:35]=[CH:34][C:6]([CH2:7][C:8]2[N:9]=[C:10]([O:30][CH2:31][CH2:32][CH3:33])[C:11]3[N:16]=[C:15]([C:17]4[CH:22]=[C:21]([CH3:23])[C:20]([O:24][CH2:25][CH:26]5[CH2:28][O:27]5)=[C:19]([CH3:29])[CH:18]=4)[O:14][C:12]=3[N:13]=2)=[CH:5][CH:4]=1, predict the reaction product. The product is: [NH2:1][CH2:28][CH:26]([OH:27])[CH2:25][O:24][C:20]1[C:19]([CH3:29])=[CH:18][C:17]([C:15]2[O:14][C:12]3[N:13]=[C:8]([CH2:7][C:6]4[CH:34]=[CH:35][C:3]([Cl:2])=[CH:4][CH:5]=4)[N:9]=[C:10]([O:30][CH2:31][CH2:32][CH3:33])[C:11]=3[N:16]=2)=[CH:22][C:21]=1[CH3:23]. (5) Given the reactants [Cl-].C[N+:3]1C(=O)N(C)[CH:6]=[CH:7][CH:8]=1.[C:11]([C:14]1[CH:19]=[CH:18][N:17]=[CH:16][CH:15]=1)(=O)[CH3:12].C(O)(=O)C.C([O-])(=O)C.[NH4+].[OH-].[Na+], predict the reaction product. The product is: [N:3]1[CH:8]=[CH:7][CH:6]=[CH:12][C:11]=1[C:14]1[CH:19]=[CH:18][N:17]=[CH:16][CH:15]=1. (6) Given the reactants CN(C)CCN(C)C.C([Li])CCC.Br[C:15]1[S:16][CH:17]=[CH:18][N:19]=1.[N:20]1([CH2:25][C:26](N(OC)C)=[O:27])[CH:24]=[CH:23][N:22]=[CH:21]1.C(O)(=O)CC(CC(O)=O)(C(O)=O)O, predict the reaction product. The product is: [N:20]1([CH2:25][C:26]([C:15]2[S:16][CH:17]=[CH:18][N:19]=2)=[O:27])[CH:24]=[CH:23][N:22]=[CH:21]1.